From a dataset of Forward reaction prediction with 1.9M reactions from USPTO patents (1976-2016). Predict the product of the given reaction. Given the reactants Br[C:2]1[CH:14]=[CH:13][C:5]([O:6][CH2:7][C:8]([O:10][CH2:11][CH3:12])=[O:9])=[C:4]([Cl:15])[CH:3]=1.[Cl:16][C:17]1[CH:22]=[CH:21][CH:20]=[CH:19][C:18]=1OB(O)O, predict the reaction product. The product is: [Cl:15][C:4]1[CH:3]=[C:2]([C:18]2[CH:19]=[CH:20][CH:21]=[CH:22][C:17]=2[Cl:16])[CH:14]=[CH:13][C:5]=1[O:6][CH2:7][C:8]([O:10][CH2:11][CH3:12])=[O:9].